Dataset: Peptide-MHC class I binding affinity with 185,985 pairs from IEDB/IMGT. Task: Regression. Given a peptide amino acid sequence and an MHC pseudo amino acid sequence, predict their binding affinity value. This is MHC class I binding data. (1) The MHC is HLA-A02:03 with pseudo-sequence HLA-A02:03. The peptide sequence is VTDNNRSFY. The binding affinity (normalized) is 0.209. (2) The peptide sequence is TVDVRNIVT. The MHC is HLA-A02:06 with pseudo-sequence HLA-A02:06. The binding affinity (normalized) is 0. (3) The peptide sequence is ILKEPVHGV. The MHC is HLA-A02:05 with pseudo-sequence HLA-A02:05. The binding affinity (normalized) is 0.793. (4) The binding affinity (normalized) is 0.0847. The peptide sequence is PAASAIFDV. The MHC is HLA-A02:01 with pseudo-sequence HLA-A02:01.